From a dataset of Full USPTO retrosynthesis dataset with 1.9M reactions from patents (1976-2016). Predict the reactants needed to synthesize the given product. (1) Given the product [CH2:34]([N:26]1[C:27]2[C:23](=[CH:22][CH:21]=[CH:20][C:19]=2[C:16]2[N:15]=[C:14]([C:6]3[CH:7]=[CH:8][C:9]([O:10][CH:11]([CH3:12])[CH3:13])=[C:4]([Cl:3])[CH:5]=3)[O:18][N:17]=2)[C:24]([CH2:28][CH2:29][C:30]([O:32][CH2:5][CH2:4][CH2:9][CH3:8])=[O:31])=[CH:25]1)[CH2:35][CH2:36][CH3:37], predict the reactants needed to synthesize it. The reactants are: [OH-].[K+].[Cl:3][C:4]1[CH:5]=[C:6]([C:14]2[O:18][N:17]=[C:16]([C:19]3[CH:20]=[CH:21][CH:22]=[C:23]4[C:27]=3[NH:26][CH:25]=[C:24]4[CH2:28][CH2:29][C:30]([OH:32])=[O:31])[N:15]=2)[CH:7]=[CH:8][C:9]=1[O:10][CH:11]([CH3:13])[CH3:12].I[CH2:34][CH2:35][CH2:36][CH3:37]. (2) Given the product [OH:1][C@:2]([C@H:27]1[CH2:32][CH2:31][C@H:30]([C:33]([OH:35])=[O:34])[CH2:29][CH2:28]1)([C:4]1[S:5][C:6]([C:9]2[CH:14]=[C:13]([NH:15][C:16]3[N:21]=[C:20]([C:22]([F:23])([F:25])[F:24])[CH:19]=[CH:18][N:17]=3)[CH:12]=[C:11]([CH3:26])[CH:10]=2)=[CH:7][N:8]=1)[CH3:3].[OH:1][C@@:2]([C@H:27]1[CH2:32][CH2:31][C@H:30]([C:33]([OH:35])=[O:34])[CH2:29][CH2:28]1)([C:4]1[S:5][C:6]([C:9]2[CH:14]=[C:13]([NH:15][C:16]3[N:21]=[C:20]([C:22]([F:23])([F:25])[F:24])[CH:19]=[CH:18][N:17]=3)[CH:12]=[C:11]([CH3:26])[CH:10]=2)=[CH:7][N:8]=1)[CH3:3], predict the reactants needed to synthesize it. The reactants are: [OH:1][C:2]([C@H:27]1[CH2:32][CH2:31][C@H:30]([C:33]([O:35]CCCC)=[O:34])[CH2:29][CH2:28]1)([C:4]1[S:5][C:6]([C:9]2[CH:14]=[C:13]([NH:15][C:16]3[N:21]=[C:20]([C:22]([F:25])([F:24])[F:23])[CH:19]=[CH:18][N:17]=3)[CH:12]=[C:11]([CH3:26])[CH:10]=2)=[CH:7][N:8]=1)[CH3:3].[OH-].[Na+].Cl. (3) The reactants are: [Cl:1][C:2]1[C:7]([N:8]([CH3:10])[CH3:9])=[CH:6][CH:5]=[CH:4][C:3]=1[CH2:11][OH:12].C(N(CC)CC)C.[CH3:20][S:21](Cl)(=[O:23])=[O:22].CN(C1C=CC=CN=1)C. Given the product [Cl:1][C:2]1[C:7]([N:8]([CH3:9])[CH3:10])=[CH:6][CH:5]=[CH:4][C:3]=1[CH2:11][O:12][S:21]([CH3:20])(=[O:23])=[O:22], predict the reactants needed to synthesize it.